From a dataset of TCR-epitope binding with 47,182 pairs between 192 epitopes and 23,139 TCRs. Binary Classification. Given a T-cell receptor sequence (or CDR3 region) and an epitope sequence, predict whether binding occurs between them. (1) The epitope is YIFFASFYY. The TCR CDR3 sequence is CASSLVVGNNSPLHF. Result: 0 (the TCR does not bind to the epitope). (2) The epitope is QASQEVKNW. The TCR CDR3 sequence is CASSLEAGAVSPLHF. Result: 0 (the TCR does not bind to the epitope). (3) The epitope is ISPRTLNAW. The TCR CDR3 sequence is CASSSSTGQQPQHF. Result: 1 (the TCR binds to the epitope). (4) The epitope is GVAMPNLYK. The TCR CDR3 sequence is CASSVDILGSTDTQYF. Result: 0 (the TCR does not bind to the epitope).